This data is from Catalyst prediction with 721,799 reactions and 888 catalyst types from USPTO. The task is: Predict which catalyst facilitates the given reaction. (1) Reactant: [NH2:1][CH:2]1[C:8]2[CH:9]=[CH:10][CH:11]=[CH:12][C:7]=2[CH2:6][CH2:5][N:4]([CH3:13])[C:3]1=[O:14].[C:15]1([CH3:42])[CH:20]=[CH:19][C:18]([C:21]([C@@:23]([C:39]([OH:41])=[O:40])([OH:38])[C@@:24]([C:29]([C:31]2[CH:36]=[CH:35][C:34]([CH3:37])=[CH:33][CH:32]=2)=[O:30])([OH:28])[C:25]([OH:27])=[O:26])=[O:22])=[CH:17][CH:16]=1. The catalyst class is: 5. Product: [C:15]1([CH3:42])[CH:20]=[CH:19][C:18]([C:21]([C@@:23]([C:39]([OH:41])=[O:40])([OH:38])[C@@:24]([C:29]([C:31]2[CH:32]=[CH:33][C:34]([CH3:37])=[CH:35][CH:36]=2)=[O:30])([OH:28])[C:25]([OH:27])=[O:26])=[O:22])=[CH:17][CH:16]=1.[NH2:1][C@H:2]1[C:8]2[CH:9]=[CH:10][CH:11]=[CH:12][C:7]=2[CH2:6][CH2:5][N:4]([CH3:13])[C:3]1=[O:14]. (2) Reactant: C(OC([N:8]1[CH2:13][CH2:12][CH:11]([C:14]2[CH:19]=[CH:18][C:17]([CH:20]([C:22]([O:24][CH3:25])=[O:23])[CH3:21])=[CH:16][CH:15]=2)[CH2:10][CH2:9]1)=O)(C)(C)C.C(O)(C(F)(F)F)=O. Product: [CH3:25][O:24][C:22](=[O:23])[CH:20]([C:17]1[CH:18]=[CH:19][C:14]([CH:11]2[CH2:12][CH2:13][NH:8][CH2:9][CH2:10]2)=[CH:15][CH:16]=1)[CH3:21]. The catalyst class is: 2. (3) Reactant: [CH:1]([C:4]1[NH:8][N:7]=[C:6]([NH:9][C:10]2[C:11]3[CH2:27][CH2:26][CH2:25][C:12]=3[N:13]=[C:14]([N:16]3[CH2:20][CH2:19][CH2:18][C@@H:17]3[C:21]([O:23]C)=O)[N:15]=2)[CH:5]=1)([CH3:3])[CH3:2].[NH3:28]. Product: [CH:1]([C:4]1[NH:8][N:7]=[C:6]([NH:9][C:10]2[C:11]3[CH2:27][CH2:26][CH2:25][C:12]=3[N:13]=[C:14]([N:16]3[CH2:20][CH2:19][CH2:18][C@@H:17]3[C:21]([NH2:28])=[O:23])[N:15]=2)[CH:5]=1)([CH3:2])[CH3:3]. The catalyst class is: 20.